Dataset: Peptide-MHC class I binding affinity with 185,985 pairs from IEDB/IMGT. Task: Regression. Given a peptide amino acid sequence and an MHC pseudo amino acid sequence, predict their binding affinity value. This is MHC class I binding data. (1) The binding affinity (normalized) is 1.00. The MHC is Mamu-A2201 with pseudo-sequence Mamu-A2201. The peptide sequence is APFKYAAAF. (2) The peptide sequence is YDAPGWLIW. The MHC is HLA-B27:05 with pseudo-sequence HLA-B27:05. The binding affinity (normalized) is 0.213. (3) The peptide sequence is DVSPLMHLF. The MHC is HLA-B44:02 with pseudo-sequence HLA-B44:02. The binding affinity (normalized) is 0.0847. (4) The peptide sequence is AEAQCTEAS. The MHC is HLA-A68:02 with pseudo-sequence HLA-A68:02. The binding affinity (normalized) is 0.